From a dataset of NCI-60 drug combinations with 297,098 pairs across 59 cell lines. Regression. Given two drug SMILES strings and cell line genomic features, predict the synergy score measuring deviation from expected non-interaction effect. (1) Drug 1: C1=NC2=C(N1)C(=S)N=C(N2)N. Drug 2: C1=NC2=C(N1)C(=S)N=CN2. Cell line: NCIH23. Synergy scores: CSS=32.6, Synergy_ZIP=-10.3, Synergy_Bliss=-7.90, Synergy_Loewe=-8.67, Synergy_HSA=-5.36. (2) Drug 1: C1=C(C(=O)NC(=O)N1)N(CCCl)CCCl. Drug 2: CN(C)C1=NC(=NC(=N1)N(C)C)N(C)C. Cell line: BT-549. Synergy scores: CSS=18.5, Synergy_ZIP=-4.80, Synergy_Bliss=2.45, Synergy_Loewe=-21.0, Synergy_HSA=-2.09. (3) Drug 1: CNC(=O)C1=CC=CC=C1SC2=CC3=C(C=C2)C(=NN3)C=CC4=CC=CC=N4. Drug 2: CC1CCCC2(C(O2)CC(NC(=O)CC(C(C(=O)C(C1O)C)(C)C)O)C(=CC3=CSC(=N3)C)C)C. Cell line: CAKI-1. Synergy scores: CSS=20.7, Synergy_ZIP=0.578, Synergy_Bliss=2.57, Synergy_Loewe=3.53, Synergy_HSA=3.62. (4) Drug 1: CCC1=C2CN3C(=CC4=C(C3=O)COC(=O)C4(CC)O)C2=NC5=C1C=C(C=C5)O. Drug 2: C1CN1C2=NC(=NC(=N2)N3CC3)N4CC4. Cell line: IGROV1. Synergy scores: CSS=23.6, Synergy_ZIP=-4.64, Synergy_Bliss=-3.34, Synergy_Loewe=1.18, Synergy_HSA=1.92. (5) Drug 1: CCC(=C(C1=CC=CC=C1)C2=CC=C(C=C2)OCCN(C)C)C3=CC=CC=C3.C(C(=O)O)C(CC(=O)O)(C(=O)O)O. Drug 2: CC1=C(C(=CC=C1)Cl)NC(=O)C2=CN=C(S2)NC3=CC(=NC(=N3)C)N4CCN(CC4)CCO. Cell line: HCT-15. Synergy scores: CSS=4.19, Synergy_ZIP=5.10, Synergy_Bliss=6.70, Synergy_Loewe=-5.43, Synergy_HSA=-3.17. (6) Drug 1: C1CCN(CC1)CCOC2=CC=C(C=C2)C(=O)C3=C(SC4=C3C=CC(=C4)O)C5=CC=C(C=C5)O. Drug 2: CN(CCCl)CCCl.Cl. Cell line: HT29. Synergy scores: CSS=4.56, Synergy_ZIP=1.36, Synergy_Bliss=9.36, Synergy_Loewe=-13.1, Synergy_HSA=-1.56. (7) Drug 1: C1CCC(C1)C(CC#N)N2C=C(C=N2)C3=C4C=CNC4=NC=N3. Drug 2: CC1C(C(CC(O1)OC2CC(CC3=C2C(=C4C(=C3O)C(=O)C5=CC=CC=C5C4=O)O)(C(=O)C)O)N)O. Cell line: HOP-92. Synergy scores: CSS=68.7, Synergy_ZIP=23.7, Synergy_Bliss=23.8, Synergy_Loewe=0.340, Synergy_HSA=25.6.